From a dataset of Catalyst prediction with 721,799 reactions and 888 catalyst types from USPTO. Predict which catalyst facilitates the given reaction. (1) Reactant: [OH2:1].S(=O)(=O)(O)[OH:3].[CH3:7][C:8]1[C:16]([C:17]#N)=[CH:15][CH:14]=[C:13]2[C:9]=1[CH:10]=[N:11][NH:12]2. Product: [CH3:7][C:8]1[C:16]([C:17]([OH:3])=[O:1])=[CH:15][CH:14]=[C:13]2[C:9]=1[CH:10]=[N:11][NH:12]2. The catalyst class is: 15. (2) Reactant: [CH3:1][O:2][C:3]1[CH:4]=[C:5]([N:18]2[CH:22]=[CH:21][CH:20]=[N:19]2)[CH:6]=[CH:7][C:8]=1B1OC(C)(C)C(C)(C)O1.Br[C:24]1[S:25][C:26]([CH2:29][CH:30]2[CH2:35][C:34]([CH3:37])([CH3:36])[NH:33][C:32]([CH3:39])([CH3:38])[CH2:31]2)=[N:27][N:28]=1.C([O-])([O-])=O.[Na+].[Na+]. Product: [CH3:1][O:2][C:3]1[CH:4]=[C:5]([N:18]2[CH:22]=[CH:21][CH:20]=[N:19]2)[CH:6]=[CH:7][C:8]=1[C:24]1[S:25][C:26]([CH2:29][CH:30]2[CH2:35][C:34]([CH3:37])([CH3:36])[NH:33][C:32]([CH3:39])([CH3:38])[CH2:31]2)=[N:27][N:28]=1. The catalyst class is: 70. (3) Reactant: [C:1]([O:10][CH3:11])(=[O:9])[C:2]1[C:3](=[CH:5][CH:6]=[CH:7][CH:8]=1)[OH:4].C([O-])([O-])=O.[K+].[K+].Cl[CH2:19][C:20]([O:22][CH3:23])=[O:21]. Product: [CH3:11][O:10][C:1](=[O:9])[C:2]1[CH:8]=[CH:7][CH:6]=[CH:5][C:3]=1[O:4][CH2:19][C:20]([O:22][CH3:23])=[O:21]. The catalyst class is: 21. (4) Reactant: [OH:1][CH2:2][CH:3]1[O:8][CH2:7][CH2:6][NH:5][CH2:4]1.O1CCCNCC1.[C:16]([OH:21])(=[O:20])[C:17]([OH:19])=[O:18]. Product: [C:16]([OH:21])(=[O:20])[C:17]([OH:19])=[O:18].[OH:1][CH2:2][C@@H:3]1[O:8][CH2:7][CH2:6][NH:5][CH2:4]1. The catalyst class is: 5. (5) Reactant: Br[CH2:2][CH2:3][C:4]1[CH:5]=[C:6]([NH:10][C:11]2[N:16]=[C:15]([NH:17][CH2:18][CH2:19][C:20]3[CH:21]=[C:22]([OH:26])[CH:23]=[CH:24][CH:25]=3)[C:14]([Cl:27])=[CH:13][N:12]=2)[CH:7]=[CH:8][CH:9]=1.[OH-].[Na+].Cl. Product: [Cl:27][C:14]1[CH:13]=[N:12][C:11]2[NH:10][C:6]3[CH:7]=[CH:8][CH:9]=[C:4]([CH:5]=3)[CH2:3][CH2:2][O:26][C:22]3[CH:21]=[C:20]([CH2:19][CH2:18][NH:17][C:15]=1[N:16]=2)[CH:25]=[CH:24][CH:23]=3. The catalyst class is: 30.